Dataset: Full USPTO retrosynthesis dataset with 1.9M reactions from patents (1976-2016). Task: Predict the reactants needed to synthesize the given product. (1) Given the product [F:30][C:27]1[CH:26]=[CH:25][C:24]([C:22]2[O:23][C:19]3[CH:18]=[CH:17][C:16]([C:46]4[CH:47]=[CH:48][CH:49]=[C:44]([C:42]5[O:43][C:39]([CH3:38])=[N:40][N:41]=5)[CH:45]=4)=[CH:35][C:20]=3[C:21]=2[C:31]([NH:32][CH3:33])=[O:34])=[CH:29][CH:28]=1, predict the reactants needed to synthesize it. The reactants are: CCN(C(C)C)C(C)C.FC(F)(F)S(O[C:16]1[CH:17]=[CH:18][C:19]2[O:23][C:22]([C:24]3[CH:29]=[CH:28][C:27]([F:30])=[CH:26][CH:25]=3)=[C:21]([C:31](=[O:34])[NH:32][CH3:33])[C:20]=2[CH:35]=1)(=O)=O.[CH3:38][C:39]1[O:43][C:42]([C:44]2[CH:45]=[C:46](B(O)O)[CH:47]=[CH:48][CH:49]=2)=[N:41][N:40]=1.O1CCOCC1. (2) Given the product [NH2:7][C:8]1[C:17]([CH3:18])=[CH:16][C:15]([Br:19])=[CH:14][C:9]=1[C:10]([NH:12][CH3:13])=[O:11], predict the reactants needed to synthesize it. The reactants are: C(O)(=O)C.[OH-].[Na+].[NH2:7][C:8]1[C:17]([CH3:18])=[CH:16][CH:15]=[CH:14][C:9]=1[C:10]([NH:12][CH3:13])=[O:11].[Br:19]Br. (3) The reactants are: [Cl:1][C:2]1[CH:16]=[CH:15][C:5]([CH2:6][N:7]2[CH:12]=[C:11](Br)[CH:10]=[CH:9][C:8]2=[O:14])=[C:4]([F:17])[CH:3]=1.[C:18]([O:22][C:23]([NH:25][C:26]1[CH:31]=[CH:30][C:29](B(O)O)=[CH:28][CH:27]=1)=[O:24])([CH3:21])([CH3:20])[CH3:19]. Given the product [Cl:1][C:2]1[CH:16]=[CH:15][C:5]([CH2:6][N:7]2[C:8](=[O:14])[CH:9]=[CH:10][C:11]([C:29]3[CH:28]=[CH:27][C:26]([NH:25][C:23](=[O:24])[O:22][C:18]([CH3:20])([CH3:19])[CH3:21])=[CH:31][CH:30]=3)=[CH:12]2)=[C:4]([F:17])[CH:3]=1, predict the reactants needed to synthesize it.